From a dataset of Forward reaction prediction with 1.9M reactions from USPTO patents (1976-2016). Predict the product of the given reaction. (1) Given the reactants [F:1][C:2]([F:7])([F:6])[C:3]([OH:5])=[O:4].[NH:8]1[CH2:35][CH2:34][CH2:33][C@H:9]1[C:10]([NH:12][CH2:13][CH2:14][CH2:15][NH:16][C:17]1[C:30]2[C:29](=[O:31])[C:28]3[C:23](=[CH:24][CH:25]=[CH:26][CH:27]=3)[C:22](=[O:32])[C:21]=2[CH:20]=[CH:19][CH:18]=1)=[O:11].[CH2:36]([N:38](CC)CC)[CH3:37], predict the reaction product. The product is: [F:1][C:2]([F:7])([F:6])[C:3]([OH:5])=[O:4].[NH2:38][CH2:36][C:37]([N:8]1[CH2:35][CH2:34][CH2:33][C@H:9]1[C:10]([NH:12][CH2:13][CH2:14][CH2:15][NH:16][C:17]1[C:30]2[C:29](=[O:31])[C:28]3[C:23](=[CH:24][CH:25]=[CH:26][CH:27]=3)[C:22](=[O:32])[C:21]=2[CH:20]=[CH:19][CH:18]=1)=[O:11])=[O:4]. (2) Given the reactants F[C:2]1[N:10]=[C:9]2[C:5]([N:6]=[CH:7][N:8]2[CH:11]([CH3:13])[CH3:12])=[C:4]([NH:14][CH2:15][C:16]2[CH:17]=[N:18][CH:19]=[CH:20][CH:21]=2)[N:3]=1.CCN(C(C)C)C(C)C.[NH2:31][C@H:32]([CH2:37][CH3:38])[C:33]([CH3:36])([OH:35])[CH3:34], predict the reaction product. The product is: [CH:11]([N:8]1[CH:7]=[N:6][C:5]2[C:9]1=[N:10][C:2]([NH:31][C@H:32]([CH2:37][CH3:38])[C:33]([CH3:36])([OH:35])[CH3:34])=[N:3][C:4]=2[NH:14][CH2:15][C:16]1[CH:17]=[N:18][CH:19]=[CH:20][CH:21]=1)([CH3:13])[CH3:12]. (3) Given the reactants [C:1]([CH:6]=[P:7]([C:20]1[CH:25]=[CH:24][CH:23]=[CH:22][CH:21]=1)([C:14]1[CH:19]=[CH:18][CH:17]=[CH:16][CH:15]=1)[C:8]1[CH:13]=[CH:12][CH:11]=[CH:10][CH:9]=1)([O:3][CH2:4][CH3:5])=[O:2].C/C(/O[Si](C)(C)C)=N\[Si](C)(C)C.[C:38](Cl)(=[O:47])[C:39]1[CH:44]=[CH:43][C:42]([O:45][CH3:46])=[CH:41][CH:40]=1, predict the reaction product. The product is: [CH3:46][O:45][C:42]1[CH:43]=[CH:44][C:39]([C:38](=[O:47])[C:6](=[P:7]([C:20]2[CH:25]=[CH:24][CH:23]=[CH:22][CH:21]=2)([C:8]2[CH:13]=[CH:12][CH:11]=[CH:10][CH:9]=2)[C:14]2[CH:15]=[CH:16][CH:17]=[CH:18][CH:19]=2)[C:1]([O:3][CH2:4][CH3:5])=[O:2])=[CH:40][CH:41]=1. (4) The product is: [F:68][C:63]1[CH:62]=[C:61]([NH:60][C:58](=[O:59])[NH:57][C:54]2[CH:53]=[CH:52][C:51]([C:46]3[CH:45]=[C:44]4[C:49]([CH2:50][N:42]([C@@H:38]([CH:39]([CH3:40])[CH3:41])[C:37]([OH:70])=[O:36])[C:43]4=[O:69])=[CH:48][CH:47]=3)=[CH:56][CH:55]=2)[CH:66]=[C:65]([F:67])[CH:64]=1. Given the reactants FC1C=CC(NC(=O)NC2C=CC(C3C=C4C(CN([C@@H](C(C)C)C(O)=O)C4=O)=CC=3)=CC=2)=CC=1.C[O:36][C:37](=[O:70])[C@@H:38]([N:42]1[CH2:50][C:49]2[C:44](=[CH:45][C:46]([C:51]3[CH:56]=[CH:55][C:54]([NH:57][C:58]([NH:60][C:61]4[CH:66]=[C:65]([F:67])[CH:64]=[C:63]([F:68])[CH:62]=4)=[O:59])=[CH:53][CH:52]=3)=[CH:47][CH:48]=2)[C:43]1=[O:69])[CH:39]([CH3:41])[CH3:40], predict the reaction product. (5) Given the reactants [ClH:1].Cl[C:3]1[N:8]2[CH:9]=[CH:10][N:11]=[C:7]2[CH:6]=[CH:5][CH:4]=1.C(=O)([O-])[O-].[Na+].[Na+].O1[CH2:23][CH2:22][O:21][CH2:20]C1, predict the reaction product. The product is: [Cl:1][C:4]1[CH:5]=[CH:6][C:22]([O:21][CH3:20])=[C:23]([C:3]2[N:8]3[CH:9]=[CH:10][N:11]=[C:7]3[CH:6]=[CH:5][CH:4]=2)[CH:3]=1.